Dataset: Catalyst prediction with 721,799 reactions and 888 catalyst types from USPTO. Task: Predict which catalyst facilitates the given reaction. (1) Reactant: [O:1]([C:14]1[CH:19]=[C:18]([CH2:20]OC(=O)C)[CH:17]=[CH:16][C:15]=1[CH2:25][C:26]1[CH:31]=[CH:30][C:29]([O:32][CH3:33])=[CH:28][CH:27]=1)[C@@H:2]1[O:10][C@H:9]([C@@H:11]([CH3:13])[OH:12])[C@@H:7]([OH:8])[C@H:5]([OH:6])[C@H:3]1[OH:4]. Product: [O:1]([C:14]1[CH:19]=[C:18]([CH3:20])[CH:17]=[CH:16][C:15]=1[CH2:25][C:26]1[CH:27]=[CH:28][C:29]([O:32][CH3:33])=[CH:30][CH:31]=1)[C@@H:2]1[O:10][C@H:9]([C@@H:11]([CH3:13])[OH:12])[C@@H:7]([OH:8])[C@H:5]([OH:6])[C@H:3]1[OH:4]. The catalyst class is: 381. (2) Reactant: [NH2:1][C:2]1[C:11]2[N:12]=[C:13]([CH2:39][CH2:40][O:41][CH3:42])[N:14]([CH2:15][CH2:16][CH2:17][N:18]([CH2:27][C:28]3[CH:29]=[C:30]([CH:36]=[CH:37][CH:38]=3)[O:31][CH2:32][C:33]([OH:35])=[O:34])[C:19](=[O:26])[CH2:20][N:21]([CH2:24][CH3:25])[CH2:22][CH3:23])[C:10]=2[C:9]2[CH:8]=[CH:7][CH:6]=[CH:5][C:4]=2[N:3]=1.[CH2:43](O)[CH2:44][CH3:45]. Product: [NH2:1][C:2]1[C:11]2[N:12]=[C:13]([CH2:39][CH2:40][O:41][CH3:42])[N:14]([CH2:15][CH2:16][CH2:17][N:18]([CH2:27][C:28]3[CH:29]=[C:30]([CH:36]=[CH:37][CH:38]=3)[O:31][CH2:32][C:33]([O:35][CH2:43][CH2:44][CH3:45])=[O:34])[C:19](=[O:26])[CH2:20][N:21]([CH2:24][CH3:25])[CH2:22][CH3:23])[C:10]=2[C:9]2[CH:8]=[CH:7][CH:6]=[CH:5][C:4]=2[N:3]=1. The catalyst class is: 89. (3) Reactant: C(O[C:4]([C:6]1[N:11]=[CH:10][C:9]2[N:12]=[C:13]([N:15]([CH3:22])[C:16]3[CH:21]=[CH:20][CH:19]=[CH:18][CH:17]=3)[S:14][C:8]=2[C:7]=1[OH:23])=[O:5])C.[NH2:24][CH2:25][C:26]([OH:28])=[O:27]. Product: [OH:23][C:7]1[C:8]2[S:14][C:13]([N:15]([CH3:22])[C:16]3[CH:17]=[CH:18][CH:19]=[CH:20][CH:21]=3)=[N:12][C:9]=2[CH:10]=[N:11][C:6]=1[C:4]([NH:24][CH2:25][C:26]([OH:28])=[O:27])=[O:5]. The catalyst class is: 779.